The task is: Predict the reaction yield, written as a fraction of the theoretical maximum amount of product (1.0 means a 100% yield; for example, 0.34 means a 34% yield).. This data is from Reaction yield outcomes from USPTO patents with 853,638 reactions. (1) The reactants are C([O:8][C:9]1[CH:14]=[CH:13][C:12]([C:15]2[C:16](=[O:26])[O:17][CH2:18][C:19]=2[C:20]2[CH:25]=[CH:24][N:23]=[CH:22][CH:21]=2)=[CH:11][CH:10]=1)C1C=CC=CC=1. The catalyst is Br.CC(O)=O. The product is [OH:8][C:9]1[CH:10]=[CH:11][C:12]([C:15]2[C:16](=[O:26])[O:17][CH2:18][C:19]=2[C:20]2[CH:25]=[CH:24][N:23]=[CH:22][CH:21]=2)=[CH:13][CH:14]=1. The yield is 0.950. (2) The reactants are [CH3:1][S:2]([C:5]1[CH:10]=[CH:9][C:8]([C:11]2[CH:16]=[CH:15][C:14]([OH:17])=[C:13]([OH:18])[CH:12]=2)=[CH:7][CH:6]=1)(=[O:4])=[O:3].C(=O)([O-])[O-].[K+].[K+].Br[CH:26]([CH3:28])[CH3:27].[CH3:29][C:30]([CH2:32]C)=O. The yield is 0.850. The product is [CH3:1][S:2]([C:5]1[CH:6]=[CH:7][C:8]([C:11]2[CH:16]=[CH:15][C:14]([O:17][CH:26]([CH3:28])[CH3:27])=[C:13]([O:18][CH:30]([CH3:32])[CH3:29])[CH:12]=2)=[CH:9][CH:10]=1)(=[O:3])=[O:4]. No catalyst specified. (3) The yield is 0.660. The product is [O:1]=[C:2]1[CH2:7][CH2:6][N:5]([C:8]([O:10][C:11]([CH3:12])([CH3:13])[CH3:14])=[O:9])[CH2:4][CH2:3][CH:26]1[C:27]([O:29][CH2:30][CH3:31])=[O:28]. The catalyst is CCOCC. The reactants are [O:1]=[C:2]1[CH2:7][CH2:6][N:5]([C:8]([O:10][C:11]([CH3:14])([CH3:13])[CH3:12])=[O:9])[CH2:4][CH2:3]1.B(F)(F)F.CCOCC.[N+](=[CH:26][C:27]([O:29][CH2:30][CH3:31])=[O:28])=[N-]. (4) The reactants are [Cl:1][C:2]1[CH:3]=[C:4]([C@H:9]2[CH2:13][CH2:12][CH2:11][N:10]2[C:14]2[CH:19]=[CH:18][N:17]3[N:20]=[CH:21][C:22]([NH2:23])=[C:16]3[N:15]=2)[CH:5]=[C:6]([F:8])[CH:7]=1.C1N=CN([C:29]([N:31]2[CH:35]=N[CH:33]=[CH:32]2)=[O:30])C=1.N1CC[C@H:38]([OH:41])C1. The yield is 0.830. The catalyst is C(Cl)Cl. The product is [Cl:1][C:2]1[CH:3]=[C:4]([C@H:9]2[CH2:13][CH2:12][CH2:11][N:10]2[C:14]2[CH:19]=[CH:18][N:17]3[N:20]=[CH:21][C:22]([NH:23][C:29]([N:31]4[CH2:32][CH2:33][C@H:38]([OH:41])[CH2:35]4)=[O:30])=[C:16]3[N:15]=2)[CH:5]=[C:6]([F:8])[CH:7]=1.